Dataset: Full USPTO retrosynthesis dataset with 1.9M reactions from patents (1976-2016). Task: Predict the reactants needed to synthesize the given product. (1) Given the product [F:24][C:17]1[CH:16]=[C:15]([CH:5]([CH2:11][CH:12]([CH3:14])[CH3:13])[C:4]([OH:25])=[O:3])[CH:20]=[CH:19][C:18]=1[N+:21]([O-:23])=[O:22], predict the reactants needed to synthesize it. The reactants are: C([O:3][C:4](=[O:25])[C:5]([C:15]1[CH:20]=[CH:19][C:18]([N+:21]([O-:23])=[O:22])=[C:17]([F:24])[CH:16]=1)([CH2:11][CH:12]([CH3:14])[CH3:13])C(OCC)=O)C. (2) Given the product [Cl:1][C:2]1[CH:3]=[C:4]([N:9]2[CH2:10][CH2:11][N:12]([C:15]([C@H:17]3[CH2:22][NH:21][CH2:20][CH2:19][N:18]3[C:30]([O:32][C:33]([CH3:36])([CH3:35])[CH3:34])=[O:31])=[O:16])[CH2:13][CH2:14]2)[CH:5]=[CH:6][C:7]=1[Cl:8], predict the reactants needed to synthesize it. The reactants are: [Cl:1][C:2]1[CH:3]=[C:4]([N:9]2[CH2:14][CH2:13][N:12]([C:15]([C@H:17]3[CH2:22][N:21](C(OC(C)(C)C)=O)[CH2:20][CH2:19][N:18]3[C:30]([O:32][C:33]([CH3:36])([CH3:35])[CH3:34])=[O:31])=[O:16])[CH2:11][CH2:10]2)[CH:5]=[CH:6][C:7]=1[Cl:8].N1C(C)=CC=CC=1C.[Si](OS(C(F)(F)F)(=O)=O)(C(C)(C)C)(C)C. (3) Given the product [CH:1]1([NH:5][N:6]2[C:15]3[C:10](=[CH:11][CH:12]=[CH:13][CH:14]=3)[C:9]([OH:16])=[C:8]([C:17]3[NH:22][C:21]4[CH:23]=[CH:24][C:25]([NH:27][S:28]([NH2:29])(=[O:40])=[O:41])=[CH:26][C:20]=4[S:19](=[O:42])(=[O:43])[N:18]=3)[C:7]2=[O:44])[CH2:2][CH2:3][CH2:4]1, predict the reactants needed to synthesize it. The reactants are: [CH:1]1([NH:5][N:6]2[C:15]3[C:10](=[CH:11][CH:12]=[CH:13][CH:14]=3)[C:9]([OH:16])=[C:8]([C:17]3[NH:22][C:21]4[CH:23]=[CH:24][C:25]([NH:27][S:28](=[O:41])(=[O:40])[NH:29]C(OCC5C=CC=CC=5)=O)=[CH:26][C:20]=4[S:19](=[O:43])(=[O:42])[N:18]=3)[C:7]2=[O:44])[CH2:4][CH2:3][CH2:2]1. (4) Given the product [ClH:1].[Cl:1][C:2]1[C:3]2[N:11]([C:12]3[C:17]([F:18])=[CH:16][CH:15]=[CH:14][C:13]=3[F:19])[N:10]=[C:9]([C:20]3[CH:21]=[CH:22][C:23]([N:26]4[CH2:27][CH2:28][O:29][CH2:30][CH2:31]4)=[CH:24][CH:25]=3)[C:4]=2[C:5](=[O:8])[NH:6][CH:7]=1, predict the reactants needed to synthesize it. The reactants are: [Cl:1][C:2]1[C:3]2[N:11]([C:12]3[C:17]([F:18])=[CH:16][CH:15]=[CH:14][C:13]=3[F:19])[N:10]=[C:9]([C:20]3[CH:25]=[CH:24][C:23]([N:26]4[CH2:31][CH2:30][O:29][CH2:28][CH2:27]4)=[CH:22][CH:21]=3)[C:4]=2[C:5](=[O:8])[NH:6][CH:7]=1.Cl. (5) Given the product [Cl:1][C:2]1[CH:3]=[CH:4][C:5]([OH:11])=[C:6]([CH:10]=1)[C:7]([NH:12][C:13]1[CH:20]=[CH:19][CH:18]=[C:15]([C:16]#[N:17])[CH:14]=1)=[O:9], predict the reactants needed to synthesize it. The reactants are: [Cl:1][C:2]1[CH:10]=[C:6]([C:7]([OH:9])=O)[C:5]([OH:11])=[CH:4][CH:3]=1.[NH2:12][C:13]1[CH:14]=[C:15]([CH:18]=[CH:19][CH:20]=1)[C:16]#[N:17].